Dataset: Forward reaction prediction with 1.9M reactions from USPTO patents (1976-2016). Task: Predict the product of the given reaction. Given the reactants [C:1]([O:5][C:6](=[O:37])[CH2:7][C:8]1[CH:9]=[C:10]([CH3:36])[C:11]([O:14][CH2:15][CH2:16][C@@H:17]2[CH2:19][C@@H:18]2[CH:20]2[CH2:25][CH2:24][N:23](C(OCC3C=CC=CC=3)=O)[CH2:22][CH2:21]2)=[N:12][CH:13]=1)([CH3:4])([CH3:3])[CH3:2].[H][H], predict the reaction product. The product is: [CH3:36][C:10]1[CH:9]=[C:8]([CH2:7][C:6]([O:5][C:1]([CH3:4])([CH3:3])[CH3:2])=[O:37])[CH:13]=[N:12][C:11]=1[O:14][CH2:15][CH2:16][C@@H:17]1[CH2:19][C@@H:18]1[CH:20]1[CH2:21][CH2:22][NH:23][CH2:24][CH2:25]1.